Dataset: Forward reaction prediction with 1.9M reactions from USPTO patents (1976-2016). Task: Predict the product of the given reaction. (1) Given the reactants [CH3:1][O:2][C:3]1[CH:8]=[CH:7][CH:6]=[CH:5][C:4]=1[N:9]1[CH2:14][CH2:13][N:12]([CH2:15][CH2:16][CH2:17][CH2:18][N:19]2C(=O)C3C(=CC=CC=3)C2=O)[CH2:11][CH2:10]1.O.NN, predict the reaction product. The product is: [CH3:1][O:2][C:3]1[CH:8]=[CH:7][CH:6]=[CH:5][C:4]=1[N:9]1[CH2:10][CH2:11][N:12]([CH2:15][CH2:16][CH2:17][CH2:18][NH2:19])[CH2:13][CH2:14]1. (2) Given the reactants [O:1]=[S:2]1(=[O:33])[C:6]2[CH:7]=[CH:8][C:9]([O:11][C:12]3[CH:13]=[C:14]([CH:24]=[C:25]([O:27][C@@H:28]([CH3:32])[CH2:29][O:30][CH3:31])[CH:26]=3)[C:15]([NH:17][C:18]3[CH:22]=[CH:21][N:20]([CH3:23])[N:19]=3)=[O:16])=[CH:10][C:5]=2[CH:4]=[CH:3]1.C([O-])=O.[NH4+], predict the reaction product. The product is: [O:33]=[S:2]1(=[O:1])[C:6]2[CH:7]=[CH:8][C:9]([O:11][C:12]3[CH:13]=[C:14]([CH:24]=[C:25]([O:27][C@@H:28]([CH3:32])[CH2:29][O:30][CH3:31])[CH:26]=3)[C:15]([NH:17][C:18]3[CH:22]=[CH:21][N:20]([CH3:23])[N:19]=3)=[O:16])=[CH:10][C:5]=2[CH2:4][CH2:3]1. (3) Given the reactants [CH2:1]([O:3][C:4](=[O:23])[CH:5]=[CH:6][C:7]1[CH:12]=[CH:11][CH:10]=[CH:9][C:8]=1[CH2:13][O:14][C:15]1[CH:20]=[C:19]([F:21])[CH:18]=[CH:17][C:16]=1Br)[CH3:2].C([O-])(=O)C.[Na+], predict the reaction product. The product is: [CH2:1]([O:3][C:4](=[O:23])/[CH:5]=[C:6]1/[C:16]2[CH:17]=[CH:18][C:19]([F:21])=[CH:20][C:15]=2[O:14][CH2:13][C:8]2[CH:9]=[CH:10][CH:11]=[CH:12][C:7]/1=2)[CH3:2]. (4) Given the reactants [Cl:1][C:2]1[CH:3]=[CH:4][C:5]([OH:10])=[C:6]([CH:9]=1)[CH:7]=[O:8].CN(C=O)C.Cl[CH2:17][CH:18]([CH2:21][CH3:22])[CH2:19][CH3:20].C([O-])([O-])=O.[K+].[K+], predict the reaction product. The product is: [Cl:1][C:2]1[CH:3]=[CH:4][C:5]([O:10][CH2:17][CH:18]([CH2:21][CH3:22])[CH2:19][CH3:20])=[C:6]([CH:9]=1)[CH:7]=[O:8]. (5) Given the reactants C1C=CC(P(N=[N+]=[N-])(C2C=CC=CC=2)=[O:8])=CC=1.[C:18]([C:22]1[CH:26]=[C:25](C(O)=O)[N:24]([C:30]2[CH:35]=[CH:34][CH:33]=[C:32]([CH2:36][P:37]3(=[O:42])[CH2:41][CH2:40][CH2:39][CH2:38]3)[CH:31]=2)[N:23]=1)([CH3:21])([CH3:20])[CH3:19].[NH2:43][C:44]1[C:53]2[C:48](=[CH:49][CH:50]=[CH:51][CH:52]=2)[C:47]([O:54][C:55]2[CH:60]=[CH:59][N:58]=[C:57]([NH:61][C:62]3[CH:67]=[CH:66][CH:65]=[CH:64][CH:63]=3)[CH:56]=2)=[CH:46][CH:45]=1.C[C:69]#[N:70], predict the reaction product. The product is: [C:18]([C:22]1[CH:26]=[C:25]([NH:70][C:69]([NH:43][C:44]2[C:53]3[C:48](=[CH:49][CH:50]=[CH:51][CH:52]=3)[C:47]([O:54][C:55]3[CH:60]=[CH:59][N:58]=[C:57]([NH:61][C:62]4[CH:63]=[CH:64][CH:65]=[CH:66][CH:67]=4)[CH:56]=3)=[CH:46][CH:45]=2)=[O:8])[N:24]([C:30]2[CH:35]=[CH:34][CH:33]=[C:32]([CH2:36][P:37]3(=[O:42])[CH2:38][CH2:39][CH2:40][CH2:41]3)[CH:31]=2)[N:23]=1)([CH3:19])([CH3:20])[CH3:21]. (6) The product is: [OH2:3].[Cl:6][C:7]1[CH:12]=[CH:11][C:10]([C:13]2[NH:14][N:15]=[C:16]([N:24]3[CH2:29][CH2:28][N:27]([C:2]([O:4][CH3:5])=[O:3])[CH2:26][CH2:25]3)[C:17]=2[C:18]2[CH:23]=[CH:22][N:21]=[CH:20][CH:19]=2)=[CH:9][CH:8]=1. Given the reactants Cl[C:2]([O:4][CH3:5])=[O:3].[Cl:6][C:7]1[CH:12]=[CH:11][C:10]([C:13]2[C:17]([C:18]3[CH:23]=[CH:22][N:21]=[CH:20][CH:19]=3)=[C:16]([N:24]3[CH2:29][CH2:28][NH:27][CH2:26][CH2:25]3)[NH:15][N:14]=2)=[CH:9][CH:8]=1, predict the reaction product. (7) The product is: [NH2:12][C:11]1[NH:7][N:8]=[CH:9][C:10]=1[C:19]1[CH:24]=[C:23]([Cl:25])[CH:22]=[CH:21][C:20]=1[O:26][C:45]1[C:46]([Cl:48])=[CH:47][C:42]([S:39]([NH:33][C:34]2[N:35]=[CH:36][S:37][CH:38]=2)(=[O:41])=[O:40])=[C:43]([F:50])[CH:44]=1. Given the reactants [H-].[Na+].C([N:7]1[C:11]([NH:12]C(=O)C(F)(F)F)=[C:10]([C:19]2[CH:24]=[C:23]([Cl:25])[CH:22]=[CH:21][C:20]=2[OH:26])[CH:9]=[N:8]1)(C)(C)C.C(OC(=O)[N:33]([S:39]([C:42]1[CH:47]=[C:46]([Cl:48])[C:45](F)=[CH:44][C:43]=1[F:50])(=[O:41])=[O:40])[C:34]1[N:35]=[CH:36][S:37][CH:38]=1)(C)(C)C.C(=O)([O-])[O-].[K+].[K+].C(=O)([O-])[O-].[Na+].[Na+], predict the reaction product. (8) Given the reactants [CH3:1][S:2]([N:5]1[CH2:10][CH2:9][N:8]([CH2:11][CH2:12][O:13][C:14]2[CH:22]=[C:21]3[C:17]([C:18]([C:34]4[CH:39]=[CH:38][C:37]([C:40]([F:43])([F:42])[F:41])=[CH:36][CH:35]=4)=[C:19]([C:24]4[CH:29]=CC(C(F)(F)F)=C[CH:25]=4)[C:20]3=[O:23])=[CH:16][CH:15]=2)[CH2:7][CH2:6]1)(=[O:4])=[O:3].O1CCN(CCOC2C=C3C(C(C4C=CC=CC=4)=C(Br)C3=O)=CC=2)CC1.[N:70]1C=C(B(O)O)C=[N:72][CH:71]=1, predict the reaction product. The product is: [CH3:1][S:2]([N:5]1[CH2:10][CH2:9][N:8]([CH2:11][CH2:12][O:13][C:14]2[CH:22]=[C:21]3[C:17]([C:18]([C:34]4[CH:39]=[CH:38][C:37]([C:40]([F:43])([F:42])[F:41])=[CH:36][CH:35]=4)=[C:19]([C:24]4[CH:25]=[N:70][CH:71]=[N:72][CH:29]=4)[C:20]3=[O:23])=[CH:16][CH:15]=2)[CH2:7][CH2:6]1)(=[O:4])=[O:3]. (9) Given the reactants S(Cl)(Cl)=O.[Cl:5][C:6]1[N:14]=[CH:13][CH:12]=[C:11]([I:15])[C:7]=1[C:8]([OH:10])=O.CN(C)C=O.[F:21][C:22]([F:40])([F:39])[C:23]1[CH:24]=[C:25]([CH:32]=[C:33]([C:35]([F:38])([F:37])[F:36])[CH:34]=1)[CH2:26][NH:27][CH2:28][CH2:29][CH2:30][OH:31], predict the reaction product. The product is: [F:21][C:22]([F:39])([F:40])[C:23]1[CH:24]=[C:25]([CH:32]=[C:33]([C:35]([F:36])([F:38])[F:37])[CH:34]=1)[CH2:26][N:27]([CH2:28][CH2:29][CH2:30][OH:31])[C:8](=[O:10])[C:7]1[C:11]([I:15])=[CH:12][CH:13]=[N:14][C:6]=1[Cl:5].